This data is from Catalyst prediction with 721,799 reactions and 888 catalyst types from USPTO. The task is: Predict which catalyst facilitates the given reaction. (1) Reactant: [CH:1]([C:4]1[C:5]([O:16][CH2:17][CH2:18][CH2:19][F:20])=[C:6](B(O)O)[CH:7]=[C:8]([CH:10]([CH3:12])[CH3:11])[CH:9]=1)([CH3:3])[CH3:2].[C:21](=[O:24])([O-])[O-].[Na+].[Na+].O.[CH2:28]([OH:30])[CH3:29]. Product: [C:28]([C:21]1[O:24][C:2]2[C:1]([C:4]3[CH:9]=[C:8]([CH:10]([CH3:12])[CH3:11])[CH:7]=[C:6]([CH:6]([CH3:7])[CH3:5])[C:5]=3[O:16][CH2:17][CH2:18][CH2:19][F:20])=[CH:3][CH:9]=[CH:4][C:1]=2[CH:2]=1)(=[O:30])[CH3:29]. The catalyst class is: 109. (2) Reactant: [CH3:1][C:2]1[C:10]2[C:5](=[CH:6][CH:7]=[CH:8][CH:9]=2)[NH:4][C:3]=1[C:11]([OH:13])=O.F[P-](F)(F)(F)(F)F.[N:21]1([O:30][C:31](N(C)C)=[N+](C)C)[C:25]2C=CC=CC=2N=N1.C(N(CC)CC)C.Cl.CNOC. Product: [CH3:31][O:30][N:21]([CH3:25])[C:11]([C:3]1[NH:4][C:5]2[C:10]([C:2]=1[CH3:1])=[CH:9][CH:8]=[CH:7][CH:6]=2)=[O:13]. The catalyst class is: 9. (3) Reactant: [Br:1][C:2]1[CH:3]=[CH:4][C:5]([Cl:9])=[C:6]([CH:8]=1)[NH2:7].[N:10]([O-])=O.[Na+].Cl[Sn]Cl. Product: [Br:1][C:2]1[CH:3]=[CH:4][C:5]([Cl:9])=[C:6]([NH:7][NH2:10])[CH:8]=1. The catalyst class is: 126. (4) Reactant: Cl[CH2:2][C:3]1[NH:7][C:6]2[CH:8]=[C:9]([N+:16]([O-:18])=[O:17])[CH:10]=[C:11]([C:12]([O:14][CH3:15])=[O:13])[C:5]=2[N:4]=1.[CH3:19][NH:20][CH3:21].CO. Product: [CH3:19][N:20]([CH2:2][C:3]1[NH:7][C:6]2[CH:8]=[C:9]([N+:16]([O-:18])=[O:17])[CH:10]=[C:11]([C:12]([O:14][CH3:15])=[O:13])[C:5]=2[N:4]=1)[CH3:21]. The catalyst class is: 10. (5) Reactant: C[O:2][C:3]([C:5]1[C:32]([Cl:33])=[CH:31][C:8]2[NH:9][CH2:10][CH:11]([C:13]([N:15]3[CH2:20][CH2:19][C:18]([C:29]#[N:30])([CH2:21][C:22]4[CH:27]=[CH:26][C:25]([F:28])=[CH:24][CH:23]=4)[CH2:17][CH2:16]3)=[O:14])[O:12][C:7]=2[CH:6]=1)=O.[CH3:34][NH2:35]. Product: [CH3:34][NH:35][C:3]([C:5]1[C:32]([Cl:33])=[CH:31][C:8]2[NH:9][CH2:10][CH:11]([C:13]([N:15]3[CH2:16][CH2:17][C:18]([C:29]#[N:30])([CH2:21][C:22]4[CH:23]=[CH:24][C:25]([F:28])=[CH:26][CH:27]=4)[CH2:19][CH2:20]3)=[O:14])[O:12][C:7]=2[CH:6]=1)=[O:2]. The catalyst class is: 1. (6) Reactant: [CH2:1]([O:8][CH2:9][C:10]1[O:14][N:13]=[C:12]([C:15]([OH:17])=O)[CH:11]=1)[C:2]1[CH:7]=[CH:6][CH:5]=[CH:4][CH:3]=1.[NH2:18][CH:19]1[CH2:24][CH2:23][O:22][C:21]([CH3:26])([CH3:25])[CH2:20]1.ON1C2C=CC=CC=2N=N1.Cl.C(N=C=NCCCN(C)C)C.Cl. Product: [CH3:25][C:21]1([CH3:26])[CH2:20][CH:19]([NH:18][C:15]([C:12]2[CH:11]=[C:10]([CH2:9][O:8][CH2:1][C:2]3[CH:3]=[CH:4][CH:5]=[CH:6][CH:7]=3)[O:14][N:13]=2)=[O:17])[CH2:24][CH2:23][O:22]1. The catalyst class is: 22. (7) Reactant: COC(=O)[C:4]1[CH:9]=[C:8]([CH3:10])[C:7]([O:11][C:12]([F:15])([F:14])[F:13])=[CH:6][C:5]=1[N:16](C(OC(C)(C)C)=O)[CH2:17][CH2:18][CH2:19][C:20]([O:22]C)=O.CC(C)([O-])C.[K+].C(O)(=O)C.C(OCC)(=O)C. Product: [CH3:10][C:8]1[C:7]([O:11][C:12]([F:13])([F:14])[F:15])=[CH:6][C:5]2[NH:16][CH2:17][CH2:18][CH2:19][C:20](=[O:22])[C:4]=2[CH:9]=1. The catalyst class is: 11. (8) Reactant: [Cl:1][C:2]1[C:3]([CH:9]=[CH2:10])=[N:4][CH:5]=[C:6]([Cl:8])[CH:7]=1.[N+](=[CH:13][C:14]([O:16][CH2:17][CH3:18])=[O:15])=[N-]. Product: [Cl:1][C:2]1[C:3]([CH:9]2[CH2:10][CH:13]2[C:14]([O:16][CH2:17][CH3:18])=[O:15])=[N:4][CH:5]=[C:6]([Cl:8])[CH:7]=1. The catalyst class is: 113.